This data is from Catalyst prediction with 721,799 reactions and 888 catalyst types from USPTO. The task is: Predict which catalyst facilitates the given reaction. (1) Product: [C:1]([O:5][C:6]([N:8]1[CH2:12][CH2:11][CH2:10][C@H:9]1[C:13](=[O:15])[NH:49][C:50]1[S:51][CH:52]=[C:53]([C:55]2[CH:56]=[CH:57][C:58]([C:59](=[O:61])[NH:30][CH:29]3[CH2:27][CH2:28]3)=[CH:62][CH:63]=2)[N:54]=1)=[O:7])([CH3:2])([CH3:3])[CH3:4].[C:1]([O:5][C:6]([N:8]1[CH2:12][CH2:11][CH2:10][C@H:9]1[C:13](=[O:14])[NH:49][C:50]1[S:51][CH:52]=[C:53]([C:55]2[CH:56]=[CH:57][C:58]([C:59]([OH:61])=[O:60])=[CH:62][CH:63]=2)[N:54]=1)=[O:7])([CH3:4])([CH3:3])[CH3:2]. The catalyst class is: 3. Reactant: [C:1]([O:5][C:6]([N:8]1[CH2:12][CH2:11][CH2:10][C@H:9]1[C:13]([OH:15])=[O:14])=[O:7])([CH3:4])([CH3:3])[CH3:2].CN(C(ON1N=NC2[CH:27]=[CH:28][CH:29]=[N:30]C1=2)=[N+](C)C)C.F[P-](F)(F)(F)(F)F.CCN(C(C)C)C(C)C.[NH2:49][C:50]1[S:51][CH:52]=[C:53]([C:55]2[CH:63]=[CH:62][C:58]([C:59]([OH:61])=[O:60])=[CH:57][CH:56]=2)[N:54]=1. (2) Reactant: Cl[C:2]1[C:7]([O:8][CH3:9])=[C:6](Cl)[N:5]=[CH:4][N:3]=1.[F:11][C:12]1[CH:17]=[CH:16][C:15]([CH:18]2[CH2:23][CH2:22][NH:21][CH2:20][CH2:19]2)=[CH:14][CH:13]=1.C(=O)([O-])[O-].[K+].[K+].[NH2:30][NH2:31]. Product: [F:11][C:12]1[CH:17]=[CH:16][C:15]([CH:18]2[CH2:19][CH2:20][N:21]([C:2]3[C:7]([O:8][CH3:9])=[C:6]([NH:30][NH2:31])[N:5]=[CH:4][N:3]=3)[CH2:22][CH2:23]2)=[CH:14][CH:13]=1. The catalyst class is: 12. (3) Reactant: [NH2:1][C:2]1[CH:3]=[C:4]([CH:8]=[C:9]([N+:11]([O-:13])=[O:12])[CH:10]=1)[C:5]([OH:7])=[O:6].C(=O)([O-])[O-].[K+].[K+].Br[CH2:21][CH2:22][CH3:23]. Product: [N+:11]([C:9]1[CH:8]=[C:4]([CH:3]=[C:2]([NH:1][CH2:21][CH2:22][CH3:23])[CH:10]=1)[C:5]([OH:7])=[O:6])([O-:13])=[O:12]. The catalyst class is: 131. (4) Reactant: [Si]([O:8][CH2:9][CH2:10][C@H:11]([O:33][CH2:34][CH2:35][O:36][Si](C(C)(C)C)(C)C)[CH2:12][O:13][C:14]([C:27]1[CH:32]=[CH:31][CH:30]=[CH:29][CH:28]=1)([C:21]1[CH:26]=[CH:25][CH:24]=[CH:23][CH:22]=1)[C:15]1[CH:20]=[CH:19][CH:18]=[CH:17][CH:16]=1)(C(C)(C)C)(C)C.[F-].C([N+](CCCC)(CCCC)CCCC)CCC.[Cl-].[NH4+]. Product: [OH:36][CH2:35][CH2:34][O:33][C@H:11]([CH2:12][O:13][C:14]([C:27]1[CH:32]=[CH:31][CH:30]=[CH:29][CH:28]=1)([C:21]1[CH:22]=[CH:23][CH:24]=[CH:25][CH:26]=1)[C:15]1[CH:16]=[CH:17][CH:18]=[CH:19][CH:20]=1)[CH2:10][CH2:9][OH:8]. The catalyst class is: 7. (5) Reactant: [CH2:1]([C:3]1[N:7]([C:8]2[C:16]3[O:15][CH2:14][C@@H:13]([N:17]([C:32](=[O:37])[C:33]([F:36])([F:35])[F:34])[C:18]4[CH:31]=[CH:30][C:21]5[C@H:22]([CH2:25][C:26]([O:28][CH3:29])=[O:27])[CH2:23][O:24][C:20]=5[CH:19]=4)[C:12]=3[CH:11]=[CH:10][CH:9]=2)[C:6]2[CH:38]=[CH:39][CH:40]=[C:41]([OH:42])[C:5]=2[N:4]=1)[CH3:2].CS(O[CH2:48][C:49]([F:52])([F:51])[F:50])(=O)=O.C(=O)([O-])[O-].[K+].[K+]. Product: [CH2:1]([C:3]1[N:7]([C:8]2[C:16]3[O:15][CH2:14][C@@H:13]([N:17]([C:32](=[O:37])[C:33]([F:35])([F:36])[F:34])[C:18]4[CH:31]=[CH:30][C:21]5[C@H:22]([CH2:25][C:26]([O:28][CH3:29])=[O:27])[CH2:23][O:24][C:20]=5[CH:19]=4)[C:12]=3[CH:11]=[CH:10][CH:9]=2)[C:6]2[CH:38]=[CH:39][CH:40]=[C:41]([O:42][CH2:48][C:49]([F:52])([F:51])[F:50])[C:5]=2[N:4]=1)[CH3:2]. The catalyst class is: 391.